From a dataset of Forward reaction prediction with 1.9M reactions from USPTO patents (1976-2016). Predict the product of the given reaction. (1) Given the reactants [Cl:1][C:2]1[N:7]=[C:6]([C:8]2[CH:13]=[CH:12][CH:11]=[CH:10][CH:9]=2)[N:5]=[C:4]([C:14]([NH:16][C:17]2[CH:22]=[CH:21][CH:20]=[CH:19][C:18]=2[C:23]2[S:24][C:25]([C:28]3[CH:33]=CC=C[CH:29]=3)=[N:26][N:27]=2)=[O:15])[CH:3]=1.C1(C2SC(C3C=CC=CC=3N)=NN=2)C=CC=CC=1, predict the reaction product. The product is: [Cl:1][C:2]1[N:7]=[C:6]([C:8]2[CH:13]=[CH:12][CH:11]=[CH:10][CH:9]=2)[N:5]=[C:4]([C:14]([NH:16][C:17]2[CH:22]=[CH:21][CH:20]=[CH:19][C:18]=2[C:23]2[S:24][C:25]([CH:28]([CH3:33])[CH3:29])=[N:26][N:27]=2)=[O:15])[CH:3]=1. (2) Given the reactants [CH3:1][O:2][C:3]1[CH:4]=[C:5]([OH:9])[CH:6]=[N:7][CH:8]=1.[H-].[Na+].[Cl:12][CH2:13][CH2:14][CH2:15]I.[Na+].[Cl-], predict the reaction product. The product is: [Cl:12][CH2:13][CH2:14][CH2:15][O:9][C:5]1[CH:4]=[C:3]([O:2][CH3:1])[CH:8]=[N:7][CH:6]=1.